This data is from Catalyst prediction with 721,799 reactions and 888 catalyst types from USPTO. The task is: Predict which catalyst facilitates the given reaction. (1) Reactant: [F:1][C:2]1[CH:7]=[CH:6][C:5]([C:8]2[O:9][C:10]3[CH:20]=[C:19]([CH2:21][C:22]([O:24][CH3:25])=[O:23])[C:18](OS(C(F)(F)F)(=O)=O)=[CH:17][C:11]=3[C:12]=2[C:13](=[O:16])[NH:14][CH3:15])=[CH:4][CH:3]=1.CC1(C)C(C)(C)OB([C:42]2[CH:43]=[C:44]([CH:52]=[CH:53][CH:54]=2)[C:45]([O:47][C:48]([CH3:51])([CH3:50])[CH3:49])=[O:46])O1.C(=O)([O-])[O-].[Cs+].[Cs+].N#N. Product: [F:1][C:2]1[CH:3]=[CH:4][C:5]([C:8]2[O:9][C:10]3[CH:20]=[C:19]([CH2:21][C:22]([O:24][CH3:25])=[O:23])[C:18]([C:42]4[CH:43]=[C:44]([CH:52]=[CH:53][CH:54]=4)[C:45]([O:47][C:48]([CH3:50])([CH3:51])[CH3:49])=[O:46])=[CH:17][C:11]=3[C:12]=2[C:13](=[O:16])[NH:14][CH3:15])=[CH:6][CH:7]=1. The catalyst class is: 127. (2) Reactant: [C:1]([C:9]1[CH:31]=[C:30]([Br:32])[CH:29]=[CH:28][C:10]=1[C:11]([N:13]([CH2:19][C:20]1[CH:25]=[CH:24][C:23]([O:26][CH3:27])=[CH:22][CH:21]=1)[CH2:14][C:15](=[O:18])[CH2:16][CH3:17])=[O:12])(=O)[C:2]1[CH:7]=[CH:6][CH:5]=[CH:4][CH:3]=1.C1CCN2C(=NCCC2)CC1. Product: [Br:32][C:30]1[CH:31]=[C:9]2[C:10](=[CH:28][CH:29]=1)[C:11](=[O:12])[N:13]([CH2:19][C:20]1[CH:21]=[CH:22][C:23]([O:26][CH3:27])=[CH:24][CH:25]=1)[C:14]([C:15](=[O:18])[CH2:16][CH3:17])=[C:1]2[C:2]1[CH:3]=[CH:4][CH:5]=[CH:6][CH:7]=1. The catalyst class is: 8. (3) Reactant: [C:1]([O:9][CH2:10]C)(=[O:8])[CH2:2][C:3]([O:5][CH2:6]C)=[O:4].[H-].[Na+].Br[CH2:15][C:16]([CH3:18])=[CH2:17].[Cl-].[NH4+]. Product: [CH3:17][C:16](=[CH2:15])[CH2:18][CH:2]([C:1]([O:9][CH3:10])=[O:8])[C:3]([O:5][CH3:6])=[O:4]. The catalyst class is: 1. (4) Reactant: [Cl:1][C:2]1[CH:3]=[C:4]([C:9]2[C:13]([CH2:14][CH2:15][C:16](OC)=[O:17])=[CH:12][O:11][N:10]=2)[CH:5]=[CH:6][C:7]=1[F:8].[H-].C([Al+]CC(C)C)C(C)C.Cl. The catalyst class is: 7. Product: [Cl:1][C:2]1[CH:3]=[C:4]([C:9]2[C:13]([CH2:14][CH2:15][CH2:16][OH:17])=[CH:12][O:11][N:10]=2)[CH:5]=[CH:6][C:7]=1[F:8]. (5) Reactant: [F:1][C:2]1([CH2:22][CH2:23][CH:24]2[C:32]3[C:27](=[CH:28][CH:29]=[CH:30][C:31]=3[F:33])[C:26]3=[CH:34][N:35]=[CH:36][N:25]23)[CH2:7][CH2:6][N:5]([C:8](=[O:21])[C@@H:9]([NH:13]C(=O)OC(C)(C)C)[CH:10]([CH3:12])[CH3:11])[CH2:4][CH2:3]1.C(O)(C(F)(F)F)=O.C([O-])(O)=O.[Na+].CCO. Product: [NH2:13][C@@H:9]([CH:10]([CH3:12])[CH3:11])[C:8]([N:5]1[CH2:6][CH2:7][C:2]([F:1])([CH2:22][CH2:23][CH:24]2[C:32]3[C:27](=[CH:28][CH:29]=[CH:30][C:31]=3[F:33])[C:26]3=[CH:34][N:35]=[CH:36][N:25]23)[CH2:3][CH2:4]1)=[O:21]. The catalyst class is: 635. (6) Reactant: [F:1][C:2]1[CH:3]=[N:4][C:5](Cl)=[N:6][CH:7]=1.C(N(C(C)C)CC)(C)C.[Cl-].[S:19]1[C:23]([C@:24]23[CH2:32][NH2+:31][CH2:30][C@H:29]2[CH2:28][S:27][C:26]([NH:33][C:34](=[O:41])[C:35]2[CH:40]=[CH:39][CH:38]=[CH:37][CH:36]=2)=[N:25]3)=[CH:22][CH:21]=[N:20]1.O. Product: [F:1][C:2]1[CH:3]=[N:4][C:5]([N:31]2[CH2:30][C@@H:29]3[C@@:24]([C:23]4[S:19][N:20]=[CH:21][CH:22]=4)([N:25]=[C:26]([NH:33][C:34](=[O:41])[C:35]4[CH:36]=[CH:37][CH:38]=[CH:39][CH:40]=4)[S:27][CH2:28]3)[CH2:32]2)=[N:6][CH:7]=1. The catalyst class is: 60.